Dataset: Reaction yield outcomes from USPTO patents with 853,638 reactions. Task: Predict the reaction yield, written as a fraction of the theoretical maximum amount of product (1.0 means a 100% yield; for example, 0.34 means a 34% yield). (1) The reactants are [Cl:1][C:2]1[CH:20]=[CH:19][CH:18]=[CH:17][C:3]=1[C:4]([NH:6][C:7]1[CH:12]=[C:11]([N+:13]([O-])=O)[CH:10]=[CH:9][C:8]=1[Cl:16])=[O:5].O.O.[Sn](Cl)Cl.CCOC(C)=O. The yield is 0.870. The catalyst is C(O)C. The product is [NH2:13][C:11]1[CH:10]=[CH:9][C:8]([Cl:16])=[C:7]([NH:6][C:4](=[O:5])[C:3]2[CH:17]=[CH:18][CH:19]=[CH:20][C:2]=2[Cl:1])[CH:12]=1. (2) The reactants are [Cl:1][C:2]1[CH:7]=[CH:6][C:5]([CH3:8])=[CH:4][C:3]=1[O:9][CH3:10].C1C(=O)N([Br:18])C(=O)C1.CC(N=NC(C#N)(C)C)(C#N)C. The catalyst is C(Cl)(Cl)(Cl)Cl. The product is [Br:18][CH2:8][C:5]1[CH:6]=[CH:7][C:2]([Cl:1])=[C:3]([O:9][CH3:10])[CH:4]=1. The yield is 0.920. (3) The reactants are [C:1]([O:4][C@H:5]1[C@@H:9]([O:10][C:11](=[O:13])[CH3:12])[C@H:8]([C:14]2[C:18]3[N:19]=[CH:20][N:21]=[C:22](Cl)[C:17]=3[NH:16][CH:15]=2)[N:7]([C:24]([O:26][C:27]([CH3:30])([CH3:29])[CH3:28])=[O:25])[C@@H:6]1[CH2:31][O:32][C:33](=[O:35])[CH3:34])(=[O:3])[CH3:2].[N-:36]=[N+:37]=[N-:38].[Na+].CO.C(Cl)(Cl)Cl.CCCCCC. The catalyst is CN(C=O)C.C(OCC)(=O)C. The product is [C:1]([O:4][C@H:5]1[C@@H:9]([O:10][C:11](=[O:13])[CH3:12])[C@H:8]([C:14]2[C:18]3[N:19]=[CH:20][N:21]=[C:22]([N:36]=[N+:37]=[N-:38])[C:17]=3[NH:16][CH:15]=2)[N:7]([C:24]([O:26][C:27]([CH3:30])([CH3:29])[CH3:28])=[O:25])[C@@H:6]1[CH2:31][O:32][C:33](=[O:35])[CH3:34])(=[O:3])[CH3:2]. The yield is 0.623. (4) The reactants are FC(F)(F)C(O)=O.[CH:8]([N:11]1[C:15]([C:16]2[N:25]=[C:24]3[N:18]([CH2:19][CH2:20][O:21][C:22]4[CH:29]=[C:28]([CH:30]5[CH2:35][CH2:34][NH:33][CH2:32][CH2:31]5)[CH:27]=[CH:26][C:23]=43)[CH:17]=2)=[N:14][CH:13]=[N:12]1)([CH3:10])[CH3:9].[CH3:36][C:37]([CH3:39])=O.C(O[BH-](OC(=O)C)OC(=O)C)(=O)C.[Na+]. The catalyst is ClCCCl.C(Cl)Cl.C(=O)([O-])O.[Na+]. The product is [CH:8]([N:11]1[C:15]([C:16]2[N:25]=[C:24]3[C:23]4[CH:26]=[CH:27][C:28]([CH:30]5[CH2:35][CH2:34][N:33]([CH:37]([CH3:39])[CH3:36])[CH2:32][CH2:31]5)=[CH:29][C:22]=4[O:21][CH2:20][CH2:19][N:18]3[CH:17]=2)=[N:14][CH:13]=[N:12]1)([CH3:10])[CH3:9]. The yield is 0.0800. (5) The yield is 0.680. The product is [NH2:19][C:17]1[N:18]=[C:14]2[N:15]([C:6]([CH2:5][C:4]3[CH:20]=[CH:21][C:22]([OH:23])=[C:2]([Br:1])[CH:3]=3)=[N:7][C:8]3[CH:9]=[CH:10][CH:11]=[CH:12][C:13]=32)[N:16]=1. The reactants are [Br:1][C:2]1[CH:3]=[C:4]([CH:20]=[CH:21][C:22]=1[O:23]C)[CH2:5][C:6]1[N:15]2[N:16]=[C:17]([NH2:19])[N:18]=[C:14]2[C:13]2[CH:12]=[CH:11][CH:10]=[CH:9][C:8]=2[N:7]=1.COC1C=C(C=C(OC)C=1)CC1N2N=C(N)N=C2C2C=CC=CC=2N=1. No catalyst specified.